This data is from NCI-60 drug combinations with 297,098 pairs across 59 cell lines. The task is: Regression. Given two drug SMILES strings and cell line genomic features, predict the synergy score measuring deviation from expected non-interaction effect. (1) Drug 1: CCC1(CC2CC(C3=C(CCN(C2)C1)C4=CC=CC=C4N3)(C5=C(C=C6C(=C5)C78CCN9C7C(C=CC9)(C(C(C8N6C)(C(=O)OC)O)OC(=O)C)CC)OC)C(=O)OC)O.OS(=O)(=O)O. Drug 2: C1=NC2=C(N1)C(=S)N=CN2. Cell line: SN12C. Synergy scores: CSS=34.4, Synergy_ZIP=-11.3, Synergy_Bliss=-1.20, Synergy_Loewe=0.170, Synergy_HSA=1.05. (2) Drug 1: CC12CCC(CC1=CCC3C2CCC4(C3CC=C4C5=CN=CC=C5)C)O. Drug 2: CCN(CC)CCNC(=O)C1=C(NC(=C1C)C=C2C3=C(C=CC(=C3)F)NC2=O)C. Cell line: M14. Synergy scores: CSS=1.59, Synergy_ZIP=-0.125, Synergy_Bliss=1.29, Synergy_Loewe=-1.28, Synergy_HSA=-0.540. (3) Drug 1: CC1CCC2CC(C(=CC=CC=CC(CC(C(=O)C(C(C(=CC(C(=O)CC(OC(=O)C3CCCCN3C(=O)C(=O)C1(O2)O)C(C)CC4CCC(C(C4)OC)OCCO)C)C)O)OC)C)C)C)OC. Drug 2: CS(=O)(=O)OCCCCOS(=O)(=O)C. Cell line: PC-3. Synergy scores: CSS=24.2, Synergy_ZIP=-9.01, Synergy_Bliss=-9.04, Synergy_Loewe=-72.2, Synergy_HSA=-7.43.